This data is from NCI-60 drug combinations with 297,098 pairs across 59 cell lines. The task is: Regression. Given two drug SMILES strings and cell line genomic features, predict the synergy score measuring deviation from expected non-interaction effect. (1) Drug 1: CC1CCC2CC(C(=CC=CC=CC(CC(C(=O)C(C(C(=CC(C(=O)CC(OC(=O)C3CCCCN3C(=O)C(=O)C1(O2)O)C(C)CC4CCC(C(C4)OC)O)C)C)O)OC)C)C)C)OC. Drug 2: CS(=O)(=O)CCNCC1=CC=C(O1)C2=CC3=C(C=C2)N=CN=C3NC4=CC(=C(C=C4)OCC5=CC(=CC=C5)F)Cl. Cell line: M14. Synergy scores: CSS=13.1, Synergy_ZIP=-0.759, Synergy_Bliss=0.268, Synergy_Loewe=-0.899, Synergy_HSA=0.681. (2) Drug 1: C1=NC2=C(N=C(N=C2N1C3C(C(C(O3)CO)O)O)F)N. Drug 2: COC1=C2C(=CC3=C1OC=C3)C=CC(=O)O2. Cell line: CAKI-1. Synergy scores: CSS=2.90, Synergy_ZIP=-4.40, Synergy_Bliss=-3.57, Synergy_Loewe=-17.0, Synergy_HSA=-6.85. (3) Drug 1: CC(CN1CC(=O)NC(=O)C1)N2CC(=O)NC(=O)C2. Cell line: NCI-H522. Drug 2: C1C(C(OC1N2C=NC(=NC2=O)N)CO)O. Synergy scores: CSS=24.9, Synergy_ZIP=-7.38, Synergy_Bliss=0.374, Synergy_Loewe=2.85, Synergy_HSA=3.66.